From a dataset of Peptide-MHC class I binding affinity with 185,985 pairs from IEDB/IMGT. Regression. Given a peptide amino acid sequence and an MHC pseudo amino acid sequence, predict their binding affinity value. This is MHC class I binding data. (1) The peptide sequence is FPSVFINPV. The MHC is HLA-C05:01 with pseudo-sequence YYAGYREKYRQTDVNKLYLRYNFYTWAERAYTWY. The binding affinity (normalized) is 0.0847. (2) The peptide sequence is YLRNAGAAM. The MHC is BoLA-AW10 with pseudo-sequence BoLA-AW10. The binding affinity (normalized) is 0.0641. (3) The peptide sequence is RLASTVIYR. The MHC is HLA-A02:12 with pseudo-sequence HLA-A02:12. The binding affinity (normalized) is 0.0847. (4) The binding affinity (normalized) is 0.213. The peptide sequence is HPKKVKQAF. The MHC is HLA-A26:01 with pseudo-sequence HLA-A26:01.